From a dataset of Full USPTO retrosynthesis dataset with 1.9M reactions from patents (1976-2016). Predict the reactants needed to synthesize the given product. (1) The reactants are: [Cl:1][C:2]1[CH:3]=[N+:4]([O-:22])[CH:5]=[C:6]([Cl:21])[C:7]=1[CH2:8][C@@H:9]([C:11]1[CH:16]=[CH:15][C:14]([O:17][CH3:18])=[C:13]([O:19][CH3:20])[CH:12]=1)[OH:10].[CH:23]([C:25]1[CH:33]=[CH:32][C:28]([C:29](O)=[O:30])=[CH:27][CH:26]=1)=[O:24].Cl.CN(C)CCCN=C=NCC. Given the product [Cl:21][C:6]1[CH:5]=[N+:4]([O-:22])[CH:3]=[C:2]([Cl:1])[C:7]=1[CH2:8][C@@H:9]([C:11]1[CH:16]=[CH:15][C:14]([O:17][CH3:18])=[C:13]([O:19][CH3:20])[CH:12]=1)[O:10][C:29](=[O:30])[C:28]1[CH:32]=[CH:33][C:25]([CH:23]=[O:24])=[CH:26][CH:27]=1, predict the reactants needed to synthesize it. (2) Given the product [Cl:25][C:20]1[CH:21]=[CH:22][CH:23]=[CH:24][C:19]=1[CH2:18][N:14]1[CH:15]=[CH:16][CH:17]=[C:12]([C:10]([NH:9][C@@H:5]([CH2:4][CH2:3][CH2:2][NH:1][C:38](=[NH:43])[CH3:39])[C:6]([OH:8])=[O:7])=[O:11])[C:13]1=[O:26].[C:27]([OH:33])([C:29]([F:32])([F:31])[F:30])=[O:28], predict the reactants needed to synthesize it. The reactants are: [NH2:1][CH2:2][CH2:3][CH2:4][C@H:5]([NH:9][C:10]([C:12]1[C:13](=[O:26])[N:14]([CH2:18][C:19]2[CH:24]=[CH:23][CH:22]=[CH:21][C:20]=2[Cl:25])[CH:15]=[CH:16][CH:17]=1)=[O:11])[C:6]([OH:8])=[O:7].[C:27]([OH:33])([C:29]([F:32])([F:31])[F:30])=[O:28].C(O)C.Cl.[C:38](=[NH:43])(OCC)[CH3:39]. (3) Given the product [ClH:64].[CH2:16]([N:15]1[C:11]([CH2:10][CH2:9][NH2:8])=[N:12][C:13]([C:23]2[CH:28]=[CH:27][CH:26]=[CH:25][CH:24]=2)=[N:14]1)[C:17]1[CH:18]=[CH:19][CH:20]=[CH:21][CH:22]=1, predict the reactants needed to synthesize it. The reactants are: C(OC([N:8](C(OC(C)(C)C)=O)[CH2:9][CH2:10][C:11]1[N:15]([CH2:16][C:17]2[CH:22]=[CH:21][CH:20]=[CH:19][CH:18]=2)[N:14]=[C:13]([C:23]2[CH:28]=[CH:27][CH:26]=[CH:25][CH:24]=2)[N:12]=1)=O)(C)(C)C.C(N1C(CCNC(=O)OC(C)(C)C)=NC(C2C=CC=CC=2)=N1)C1C=CC=CC=1.[ClH:64]. (4) Given the product [CH3:3][N:77]1[CH2:78][CH2:79][N:74]([C:71]2[N:70]=[CH:69][C:68]([C:65]3[CH:66]=[C:67]4[C:59]([C:57]5[CH:56]=[N:55][N:54]([CH2:46][CH2:47][C:48]6[CH:49]=[CH:50][CH:51]=[CH:52][CH:53]=6)[CH:58]=5)=[CH:60][N:61]([S:80]([C:83]5[CH:84]=[CH:85][C:86]([CH3:87])=[CH:88][CH:89]=5)(=[O:81])=[O:82])[C:62]4=[N:63][CH:64]=3)=[CH:73][CH:72]=2)[CH2:75][CH2:76]1, predict the reactants needed to synthesize it. The reactants are: Cl.F[C:3]1C=C(C=CC=1)CN1C=C(C2C3C(=NC=C(C4C=CC(C5CCNCC5)=CC=4)C=3)N(S(C3C=CC(C)=CC=3)(=O)=O)C=2)C=N1.[CH2:46]([N:54]1[CH:58]=[C:57]([C:59]2[C:67]3[C:62](=[N:63][CH:64]=[C:65]([C:68]4[CH:69]=[N:70][C:71]([N:74]5[CH2:79][CH2:78][NH:77][CH2:76][CH2:75]5)=[CH:72][CH:73]=4)[CH:66]=3)[N:61]([S:80]([C:83]3[CH:89]=[CH:88][C:86]([CH3:87])=[CH:85][CH:84]=3)(=[O:82])=[O:81])[CH:60]=2)[CH:56]=[N:55]1)[CH2:47][C:48]1[CH:53]=[CH:52][CH:51]=[CH:50][CH:49]=1.C=O.[BH-](OC(C)=O)(OC(C)=O)OC(C)=O.[Na+].